This data is from Full USPTO retrosynthesis dataset with 1.9M reactions from patents (1976-2016). The task is: Predict the reactants needed to synthesize the given product. (1) Given the product [CH2:17]([O:16][C:14](=[O:15])[CH2:13][C:12]1[N:8]=[C:7]([CH:1]2[CH2:6][CH2:5][CH2:4][CH2:3][CH2:2]2)[S:9][CH:11]=1)[CH3:18], predict the reactants needed to synthesize it. The reactants are: [CH:1]1([C:7](=[S:9])[NH2:8])[CH2:6][CH2:5][CH2:4][CH2:3][CH2:2]1.Cl[CH2:11][C:12](=O)[CH2:13][C:14]([O:16][CH2:17][CH3:18])=[O:15]. (2) The reactants are: [N+:1]([C:4]1[CH:5]=[C:6]([NH:10][C:11](=[O:19])[CH2:12][C:13]2[CH:18]=[CH:17][CH:16]=[CH:15][CH:14]=2)[CH:7]=[CH:8][CH:9]=1)([O-])=O.[Cl-].[NH4+].C(O)C. Given the product [NH2:1][C:4]1[CH:5]=[C:6]([NH:10][C:11](=[O:19])[CH2:12][C:13]2[CH:14]=[CH:15][CH:16]=[CH:17][CH:18]=2)[CH:7]=[CH:8][CH:9]=1, predict the reactants needed to synthesize it.